The task is: Predict the reaction yield, written as a fraction of the theoretical maximum amount of product (1.0 means a 100% yield; for example, 0.34 means a 34% yield).. This data is from Reaction yield outcomes from USPTO patents with 853,638 reactions. (1) The reactants are [C:1]([O:5][C:6]([NH:8][C@@H:9]([CH2:20][CH2:21][CH2:22][C@H:23]([O:33][CH2:34][CH2:35][CH3:36])[C@H:24]([C@@H:30]([OH:32])[CH3:31])[CH2:25][CH2:26][CH:27]([CH3:29])[CH3:28])[C:10]([O:12]CC1C=CC=CC=1)=[O:11])=[O:7])([CH3:4])([CH3:3])[CH3:2]. The catalyst is C1COCC1.[Pd]. The product is [C:1]([O:5][C:6]([NH:8][C@@H:9]([CH2:20][CH2:21][CH2:22][C@H:23]([O:33][CH2:34][CH2:35][CH3:36])[C@H:24]([C@@H:30]([OH:32])[CH3:31])[CH2:25][CH2:26][CH:27]([CH3:29])[CH3:28])[C:10]([OH:12])=[O:11])=[O:7])([CH3:2])([CH3:3])[CH3:4]. The yield is 0.980. (2) The reactants are [Cl:1][C:2]1[C:3]([C:9]([OH:11])=O)=[N:4][CH:5]=[C:6]([Cl:8])[CH:7]=1.[CH3:12][N:13]1[CH2:18][CH2:17][NH:16][CH2:15][CH2:14]1. No catalyst specified. The product is [Cl:1][C:2]1[C:3]([C:9]([N:16]2[CH2:17][CH2:18][N:13]([CH3:12])[CH2:14][CH2:15]2)=[O:11])=[N:4][CH:5]=[C:6]([Cl:8])[CH:7]=1. The yield is 0.530. (3) The reactants are [CH2:1]([P:3]([CH2:10][CH:11](C)[CH2:12][NH2:13])(=[O:9])[O:4][CH2:5][CH2:6][CH2:7][CH3:8])[CH3:2].C1(B(C2C=CC=CC=2)C2C=CC=CC=2)C=CC=CC=1. The catalyst is C1(C)C=CC=CC=1. The product is [CH2:1]([P:3]([CH2:10][CH2:11][CH2:12][NH2:13])(=[O:9])[O:4][CH2:5][CH2:6][CH2:7][CH3:8])[CH3:2]. The yield is 1.00. (4) The reactants are C[C:2]1[CH:10]=[CH:9][C:5]([C:6]([OH:8])=[O:7])=[C:4]([N:11]([S:13]([C:16]2[CH:21]=[CH:20][C:19](F)=[CH:18][CH:17]=2)(=[O:15])=[O:14])[CH3:12])[C:3]=1[CH3:23].[OH:24][CH2:25][CH2:26][CH2:27][NH:28][C:29]([C:31]1[CH:39]=[CH:38][C:34]2[O:35][CH2:36][O:37][C:33]=2[CH:32]=1)=[O:30]. No catalyst specified. The product is [O:35]1[C:34]2[CH:38]=[CH:39][C:31]([C:29]([NH:28][CH2:27][CH2:26][CH2:25][O:24][C:19]3[CH:18]=[CH:17][C:16]([S:13]([N:11]([CH3:12])[C:4]4[C:3]([CH3:23])=[CH:2][CH:10]=[CH:9][C:5]=4[C:6]([OH:8])=[O:7])(=[O:14])=[O:15])=[CH:21][CH:20]=3)=[O:30])=[CH:32][C:33]=2[O:37][CH2:36]1. The yield is 0.490. (5) The reactants are [CH2:1]([N:5]1[CH:10]=[CH:9][C:8](C)=[C:7]([OH:12])[C:6]1=[S:13])[CH2:2][CH2:3][CH3:4].[H-].[Na+].Cl[C:17]1[O:18][C:19]2[CH:25]=[CH:24][CH:23]=[CH:22][C:20]=2[N:21]=1.CN([CH:29]=[O:30])C. No catalyst specified. The product is [O:18]1[C:19]2[CH:25]=[CH:24][CH:23]=[CH:22][C:20]=2[N:21]=[C:17]1[O:12][C:7]1[C:6](=[S:13])[N:5]([CH2:1][CH2:2][CH2:3][CH3:4])[CH:10]=[CH:9][C:8]=1[O:30][CH3:29]. The yield is 0.920. (6) The reactants are [C:1]([O:5][C:6]([N:8]1[CH2:13][CH2:12][C:11](=[CH2:14])[CH2:10][CH2:9]1)=[O:7])([CH3:4])([CH3:3])[CH3:2].B1C2CCCC1CCC2.Br[C:25]1[CH:26]=[C:27]2[C:31](=[C:32]([Cl:34])[CH:33]=1)[C:30](=[O:35])[N:29]([CH2:36][C:37]1[CH:42]=[CH:41][C:40]([O:43][C:44]([F:47])([F:46])[F:45])=[CH:39][CH:38]=1)[CH2:28]2.C(=O)([O-])[O-].[K+].[K+].[OH-].[Na+]. The catalyst is C1C=CC(P(C2C=CC=CC=2)[C-]2C=CC=C2)=CC=1.C1C=CC(P(C2C=CC=CC=2)[C-]2C=CC=C2)=CC=1.Cl[Pd]Cl.[Fe+2].O.CN(C=O)C. The product is [C:1]([O:5][C:6]([N:8]1[CH2:13][CH2:12][CH:11]([CH2:14][C:25]2[CH:26]=[C:27]3[C:31](=[C:32]([Cl:34])[CH:33]=2)[C:30](=[O:35])[N:29]([CH2:36][C:37]2[CH:42]=[CH:41][C:40]([O:43][C:44]([F:46])([F:47])[F:45])=[CH:39][CH:38]=2)[CH2:28]3)[CH2:10][CH2:9]1)=[O:7])([CH3:4])([CH3:3])[CH3:2]. The yield is 0.440. (7) The reactants are [NH2:1][C:2]1[CH:3]=[C:4]([C@@H:8]([NH:10][C:11]2[CH:16]=[N:15][CH:14]=[C:13]([Cl:17])[N:12]=2)[CH3:9])[CH:5]=[CH:6][CH:7]=1.[CH3:18][C:19]1[CH:27]=[CH:26][C:22]([C:23](O)=[O:24])=[CH:21][N:20]=1.Cl.CN(C)CCCN=C=NCC.N1(C2C=CN=CC=2)CCCC1.C(N(CC)CC)C. The catalyst is ClCCl.C(OCC)(=O)C. The product is [Cl:17][C:13]1[N:12]=[C:11]([NH:10][C@H:8]([C:4]2[CH:3]=[C:2]([NH:1][C:23](=[O:24])[C:22]3[CH:26]=[CH:27][C:19]([CH3:18])=[N:20][CH:21]=3)[CH:7]=[CH:6][CH:5]=2)[CH3:9])[CH:16]=[N:15][CH:14]=1. The yield is 0.860.